From a dataset of NCI-60 drug combinations with 297,098 pairs across 59 cell lines. Regression. Given two drug SMILES strings and cell line genomic features, predict the synergy score measuring deviation from expected non-interaction effect. (1) Synergy scores: CSS=18.3, Synergy_ZIP=6.30, Synergy_Bliss=-2.42, Synergy_Loewe=-6.59, Synergy_HSA=-1.55. Cell line: MOLT-4. Drug 2: CC(C)NC(=O)C1=CC=C(C=C1)CNNC.Cl. Drug 1: C1=C(C(=O)NC(=O)N1)F. (2) Drug 1: CS(=O)(=O)C1=CC(=C(C=C1)C(=O)NC2=CC(=C(C=C2)Cl)C3=CC=CC=N3)Cl. Drug 2: CC1C(C(CC(O1)OC2CC(OC(C2O)C)OC3=CC4=CC5=C(C(=O)C(C(C5)C(C(=O)C(C(C)O)O)OC)OC6CC(C(C(O6)C)O)OC7CC(C(C(O7)C)O)OC8CC(C(C(O8)C)O)(C)O)C(=C4C(=C3C)O)O)O)O. Cell line: HL-60(TB). Synergy scores: CSS=13.9, Synergy_ZIP=14.0, Synergy_Bliss=12.5, Synergy_Loewe=8.90, Synergy_HSA=7.32.